This data is from Reaction yield outcomes from USPTO patents with 853,638 reactions. The task is: Predict the reaction yield, written as a fraction of the theoretical maximum amount of product (1.0 means a 100% yield; for example, 0.34 means a 34% yield). (1) The reactants are [CH:1]1([N:7]2[C:12]([OH:13])=[C:11]([C:14]([NH:16][CH2:17][C:18]([O:20]CC)=[O:19])=[O:15])[C:10](=[O:23])[NH:9][C:8]2=[O:24])[CH2:6][CH2:5][CH2:4][CH2:3][CH2:2]1.C(=O)([O-])[O-].[K+].[K+].[CH3:31][C:32]1[CH:39]=[C:38]([CH3:40])[CH:37]=[C:36]([CH3:41])[C:33]=1[CH2:34]Cl.Cl. The catalyst is CC(N(C)C)=O. The product is [CH:1]1([N:7]2[C:12]([OH:13])=[C:11]([C:14]([NH:16][CH2:17][C:18]([OH:20])=[O:19])=[O:15])[C:10](=[O:23])[N:9]([CH2:34][C:33]3[C:36]([CH3:41])=[CH:37][C:38]([CH3:40])=[CH:39][C:32]=3[CH3:31])[C:8]2=[O:24])[CH2:2][CH2:3][CH2:4][CH2:5][CH2:6]1. The yield is 0.130. (2) The yield is 0.390. No catalyst specified. The product is [N:8]1[CH:9]=[CH:10][C:5]([CH2:4][C:3]#[N:2])=[N:6][CH:7]=1. The reactants are C[N:2](C)/[CH:3]=[CH:4]/[C:5]1[CH:10]=[CH:9][N:8]=[CH:7][N:6]=1.NOS(O)(=O)=O.C(=O)([O-])O.